From a dataset of Catalyst prediction with 721,799 reactions and 888 catalyst types from USPTO. Predict which catalyst facilitates the given reaction. (1) Reactant: Cl[CH2:2][C:3]1[N:4]([CH2:16][CH2:17][CH2:18][NH:19][C:20](=[O:26])[O:21][C:22]([CH3:25])([CH3:24])[CH3:23])[C:5]2[C:14]3[CH:13]=[CH:12][CH:11]=[CH:10][C:9]=3[N:8]=[CH:7][C:6]=2[N:15]=1.CC(C)([O-])C.[K+].C(OCC)(=O)C. Product: [CH:13]1[CH:12]=[CH:11][CH:10]=[C:9]2[C:14]=1[C:5]1[N:4]3[CH2:16][CH2:17][CH2:18][N:19]([C:20]([O:21][C:22]([CH3:25])([CH3:24])[CH3:23])=[O:26])[CH2:2][C:3]3=[N:15][C:6]=1[CH:7]=[N:8]2. The catalyst class is: 1. (2) Reactant: [Br:1][C:2]1[CH:10]=[C:9]2[C:5]([CH2:6][CH2:7][NH:8]2)=[CH:4][CH:3]=1.[C:11]([NH:18][C@H:19]([C:27](O)=[O:28])[CH2:20][C:21]1[CH:26]=[CH:25][CH:24]=[CH:23][CH:22]=1)([O:13][C:14]([CH3:17])([CH3:16])[CH3:15])=[O:12].C(N(C(C)C)C(C)C)C.F[P-](F)(F)(F)(F)F.N1(OC(N(C)C)=[N+](C)C)C2C=CC=CC=2N=N1. Product: [Br:1][C:2]1[CH:10]=[C:9]2[C:5]([CH2:6][CH2:7][N:8]2[C:27](=[O:28])[C@@H:19]([NH:18][C:11](=[O:12])[O:13][C:14]([CH3:15])([CH3:16])[CH3:17])[CH2:20][C:21]2[CH:26]=[CH:25][CH:24]=[CH:23][CH:22]=2)=[CH:4][CH:3]=1. The catalyst class is: 18. (3) Reactant: [CH:1]12[NH:8][CH:5]([CH2:6][CH2:7]1)[CH2:4][N:3]([C:9]([C:11]1[CH:12]=[CH:13][C:14]([NH:17][C:18]3[N:19]=[CH:20][C:21]4[CH:26]=[C:25]([C:27]([N:29]([CH3:31])[CH3:30])=[O:28])[N:24]([CH:32]5[CH2:36][CH2:35][CH2:34][CH2:33]5)[C:22]=4[N:23]=3)=[N:15][CH:16]=1)=[O:10])[CH2:2]2.[CH3:37][C:38]([CH3:40])=O. Product: [CH:32]1([N:24]2[C:22]3[N:23]=[C:18]([NH:17][C:14]4[CH:13]=[CH:12][C:11]([C:9]([N:3]5[CH2:4][CH:5]6[N:8]([CH:38]([CH3:40])[CH3:37])[CH:1]([CH2:7][CH2:6]6)[CH2:2]5)=[O:10])=[CH:16][N:15]=4)[N:19]=[CH:20][C:21]=3[CH:26]=[C:25]2[C:27]([N:29]([CH3:31])[CH3:30])=[O:28])[CH2:33][CH2:34][CH2:35][CH2:36]1. The catalyst class is: 2. (4) Reactant: [OH-:1].[Na+].S(O)(O)(=O)=O.[NH2:8]O.[Cl:10][C:11]1[CH:12]=[C:13]([C:21]([C:39]([F:42])([F:41])[F:40])=[CH:22][C:23]([C:25]2[C:34]3[C:29](=[CH:30][CH:31]=[CH:32][CH:33]=3)[C:28]([C:35]([O:37][CH3:38])=[O:36])=[CH:27][CH:26]=2)=O)[CH:14]=[C:15]([C:17]([F:20])([F:19])[F:18])[CH:16]=1. Product: [Cl:10][C:11]1[CH:12]=[C:13]([C:21]2([C:39]([F:41])([F:40])[F:42])[O:1][N:8]=[C:23]([C:25]3[C:34]4[C:29](=[CH:30][CH:31]=[CH:32][CH:33]=4)[C:28]([C:35]([O:37][CH3:38])=[O:36])=[CH:27][CH:26]=3)[CH2:22]2)[CH:14]=[C:15]([C:17]([F:18])([F:20])[F:19])[CH:16]=1. The catalyst class is: 132. (5) Reactant: [BH4-].[Na+].[NH2:3][C:4]1[C:9]([Cl:10])=[CH:8][CH:7]=[C:6]([Cl:11])[C:5]=1[C:12](=O)[CH3:13].[C:15]([S-:17])#[N:16].[K+].Cl. Product: [Cl:11][C:6]1[CH:7]=[CH:8][C:9]([Cl:10])=[C:4]2[C:5]=1[CH:12]([CH3:13])[NH:16][C:15](=[S:17])[NH:3]2. The catalyst class is: 40. (6) Reactant: CON(C)[C:4]([C:6]1[C:15](=[O:16])[C:14]2[C:9](=[CH:10][CH:11]=[CH:12][CH:13]=2)[N:8]([CH2:17][C:18]2[CH:23]=[CH:22][CH:21]=[C:20]([Br:24])[N:19]=2)[CH:7]=1)=[O:5].[CH3:26][C:27]1[C:32]([CH3:33])=[CH:31][CH:30]=[CH:29][C:28]=1[Mg]Br. Product: [Br:24][C:20]1[N:19]=[C:18]([CH2:17][N:8]2[C:9]3[C:14](=[CH:13][CH:12]=[CH:11][CH:10]=3)[C:15](=[O:16])[C:6]([C:4](=[O:5])[C:28]3[CH:29]=[CH:30][CH:31]=[C:32]([CH3:33])[C:27]=3[CH3:26])=[CH:7]2)[CH:23]=[CH:22][CH:21]=1. The catalyst class is: 1.